From a dataset of Forward reaction prediction with 1.9M reactions from USPTO patents (1976-2016). Predict the product of the given reaction. (1) Given the reactants [Cl:1][C:2]1[CH:7]=[CH:6][C:5]([N:8]=[C:9]=[O:10])=[CH:4][C:3]=1[C:11]([F:14])([F:13])[F:12].[NH2:15][C:16]1[CH:17]=[C:18]([C:22]2[CH:30]=[C:29]3[C:25]([C:26]([C:39]4[CH:44]=[CH:43][C:42]([O:45][CH3:46])=[CH:41][CH:40]=4)=[CH:27][N:28]3[C:31]3[N:36]=[CH:35][N:34]=[C:33]([NH:37][CH3:38])[CH:32]=3)=[CH:24][CH:23]=2)[CH:19]=[CH:20][CH:21]=1, predict the reaction product. The product is: [Cl:1][C:2]1[CH:7]=[CH:6][C:5]([NH:8][C:9]([NH:15][C:16]2[CH:21]=[CH:20][CH:19]=[C:18]([C:22]3[CH:30]=[C:29]4[C:25]([C:26]([C:39]5[CH:40]=[CH:41][C:42]([O:45][CH3:46])=[CH:43][CH:44]=5)=[CH:27][N:28]4[C:31]4[CH:32]=[C:33]([NH:37][CH3:38])[N:34]=[CH:35][N:36]=4)=[CH:24][CH:23]=3)[CH:17]=2)=[O:10])=[CH:4][C:3]=1[C:11]([F:12])([F:13])[F:14]. (2) The product is: [CH2:19]([CH:26]1[CH2:30][CH2:29][N:28]([C:14]([C:10]2[CH:11]=[N:12][O:13][C:9]=2[C:6]2[CH:5]=[CH:4][C:3]([C:2]([F:1])([F:18])[F:17])=[CH:8][CH:7]=2)=[O:16])[CH2:27]1)[C:20]1[CH:25]=[CH:24][CH:23]=[CH:22][CH:21]=1. Given the reactants [F:1][C:2]([F:18])([F:17])[C:3]1[CH:8]=[CH:7][C:6]([C:9]2[O:13][N:12]=[CH:11][C:10]=2[C:14]([OH:16])=O)=[CH:5][CH:4]=1.[CH2:19]([CH:26]1[CH2:30][CH2:29][NH:28][CH2:27]1)[C:20]1[CH:25]=[CH:24][CH:23]=[CH:22][CH:21]=1, predict the reaction product. (3) The product is: [Br:8][C:9]1[N:14]=[C:13]([O:15][CH3:16])[C:12]([NH:17][CH:1]=[O:3])=[CH:11][CH:10]=1. Given the reactants [C:1](OC(=O)C)(=[O:3])C.[Br:8][C:9]1[N:14]=[C:13]([O:15][CH3:16])[C:12]([NH2:17])=[CH:11][CH:10]=1, predict the reaction product. (4) Given the reactants Cl.[F:2][C:3]([F:15])([F:14])[O:4][C:5]1[CH:10]=[CH:9][C:8]([CH2:11][CH2:12][NH2:13])=[CH:7][CH:6]=1.[Cl:16][C:17]1[CH:22]=[C:21](Cl)[N:20]=[C:19]([O:24][CH3:25])[N:18]=1.C(=O)([O-])O.[Na+], predict the reaction product. The product is: [Cl:16][C:17]1[N:18]=[C:19]([O:24][CH3:25])[N:20]=[C:21]([NH:13][CH2:12][CH2:11][C:8]2[CH:7]=[CH:6][C:5]([O:4][C:3]([F:14])([F:15])[F:2])=[CH:10][CH:9]=2)[CH:22]=1. (5) The product is: [Cl:36][C:33]1[CH:34]=[CH:35][C:30]([NH:29][C:11]([NH:4][C:3]2[CH:5]=[CH:6][CH:7]=[C:8]([F:9])[C:2]=2[Cl:1])=[O:13])=[C:31]([OH:41])[C:32]=1[S:37]([NH2:40])(=[O:39])=[O:38]. Given the reactants [Cl:1][C:2]1[C:8]([F:9])=[CH:7][CH:6]=[CH:5][C:3]=1[NH2:4].Cl[C:11](Cl)([O:13]C(=O)OC(Cl)(Cl)Cl)Cl.C(N(CC)CC)C.[NH2:29][C:30]1[C:31]([OH:41])=[C:32]([S:37]([NH2:40])(=[O:39])=[O:38])[C:33]([Cl:36])=[CH:34][CH:35]=1, predict the reaction product. (6) Given the reactants [CH3:1][O:2][C:3]1[CH:4]=[CH:5][C:6]2[O:10][C:9](=[O:11])[NH:8][C:7]=2[CH:12]=1.C([O-])([O-])=O.[K+].[K+].[CH3:19][O:20][C:21]1[CH:22]=[C:23]([CH:26]=[CH:27][CH:28]=1)[CH2:24]Br, predict the reaction product. The product is: [CH3:1][O:2][C:3]1[CH:4]=[CH:5][C:6]2[O:10][C:9](=[O:11])[N:8]([CH2:24][C:23]3[CH:26]=[CH:27][CH:28]=[C:21]([O:20][CH3:19])[CH:22]=3)[C:7]=2[CH:12]=1. (7) Given the reactants [F:1][C:2]1[CH:9]=[C:8](F)[CH:7]=[C:6]([OH:11])[C:3]=1[CH:4]=[O:5].[C:12]([N:19]1[CH2:24][CH2:23][NH:22][CH2:21][CH2:20]1)([O:14][C:15]([CH3:18])([CH3:17])[CH3:16])=[O:13].C(N(CC)C(C)C)(C)C, predict the reaction product. The product is: [F:1][C:2]1[CH:9]=[C:8]([N:22]2[CH2:21][CH2:20][N:19]([C:12]([O:14][C:15]([CH3:18])([CH3:17])[CH3:16])=[O:13])[CH2:24][CH2:23]2)[CH:7]=[C:6]([OH:11])[C:3]=1[CH:4]=[O:5]. (8) The product is: [Cl:19][C:20]1[CH:25]=[C:24]([C:2]2[CH:3]=[C:4]3[C:9](=[CH:10][CH:11]=2)[N:8]=[CH:7][N:6]=[C:5]3[NH:12][C:13]2[CH:18]=[CH:17][N:16]=[CH:15][CH:14]=2)[CH:23]=[CH:22][CH:21]=1. Given the reactants I[C:2]1[CH:3]=[C:4]2[C:9](=[CH:10][CH:11]=1)[N:8]=[CH:7][N:6]=[C:5]2[NH:12][C:13]1[CH:18]=[CH:17][N:16]=[CH:15][CH:14]=1.[Cl:19][C:20]1[CH:21]=[C:22](B(O)O)[CH:23]=[CH:24][CH:25]=1.C1OCCOC1.[O-]P([O-])([O-])=O.[K+].[K+].[K+], predict the reaction product. (9) Given the reactants [OH:1][N:2]=C(OCC)C.C(N(CC)CC)C.[C:15]1([CH3:27])[CH:20]=[C:19]([CH3:21])[CH:18]=[C:17]([CH3:22])[C:16]=1[S:23](Cl)(=[O:25])=[O:24].Cl(O)(=O)(=O)=O, predict the reaction product. The product is: [C:15]1([CH3:27])[CH:20]=[C:19]([CH3:21])[CH:18]=[C:17]([CH3:22])[C:16]=1[S:23]([O:1][NH2:2])(=[O:25])=[O:24]. (10) The product is: [Br:1][C:2]1[CH:11]=[CH:10][C:5]2[N:6]=[C:7]([Cl:14])[NH:8][C:4]=2[CH:3]=1. Given the reactants [Br:1][C:2]1[CH:11]=[CH:10][C:5]2[NH:6][C:7](=O)[NH:8][C:4]=2[CH:3]=1.P(Cl)(Cl)([Cl:14])=O, predict the reaction product.